From a dataset of Full USPTO retrosynthesis dataset with 1.9M reactions from patents (1976-2016). Predict the reactants needed to synthesize the given product. Given the product [C:1]([O:5][C:6]([N:8]1[CH2:13][CH2:12][N:11]([C:26]([O:28][CH2:29][C:30]2[CH:35]=[CH:34][CH:33]=[CH:32][CH:31]=2)=[O:27])[C:10]([CH3:15])([CH3:14])[CH2:9]1)=[O:7])([CH3:4])([CH3:2])[CH3:3], predict the reactants needed to synthesize it. The reactants are: [C:1]([O:5][C:6]([N:8]1[CH2:13][CH2:12][NH:11][C:10]([CH3:15])([CH3:14])[CH2:9]1)=[O:7])([CH3:4])([CH3:3])[CH3:2].CCN(C(C)C)C(C)C.Cl[C:26]([O:28][CH2:29][C:30]1[CH:35]=[CH:34][CH:33]=[CH:32][CH:31]=1)=[O:27].